The task is: Predict the product of the given reaction.. This data is from Forward reaction prediction with 1.9M reactions from USPTO patents (1976-2016). (1) Given the reactants [C:1]([O:4][CH2:5]Br)(=[O:3])[CH3:2].[CH3:7][O:8][C:9]1[CH:10]=[C:11]([NH:17][S:18]([C:21]2[CH:22]=[C:23]([CH2:27][CH2:28][CH2:29][CH:30]([CH2:34][CH2:35][C:36]3[CH:41]=[CH:40][CH:39]=[CH:38][CH:37]=3)[C:31]([OH:33])=[O:32])[CH:24]=[CH:25][CH:26]=2)(=[O:20])=[O:19])[CH:12]=[CH:13][C:14]=1[O:15][CH3:16].CCN(C(C)C)C(C)C, predict the reaction product. The product is: [CH3:7][O:8][C:9]1[CH:10]=[C:11]([NH:17][S:18]([C:21]2[CH:22]=[C:23]([CH2:27][CH2:28][CH2:29][CH:30]([CH2:34][CH2:35][C:36]3[CH:37]=[CH:38][CH:39]=[CH:40][CH:41]=3)[C:31]([O:33][CH2:5][O:4][C:1](=[O:3])[CH3:2])=[O:32])[CH:24]=[CH:25][CH:26]=2)(=[O:20])=[O:19])[CH:12]=[CH:13][C:14]=1[O:15][CH3:16]. (2) Given the reactants [CH:1]1([NH:4][C:5](=[O:29])[C:6]2[CH:11]=[CH:10][C:9]([CH3:12])=[C:8]([N:13]3[C:22](=[O:23])[C:21]4[C:16](=[CH:17][CH:18]=[C:19]([O:24][CH2:25][C:26]([CH3:28])=[CH2:27])[CH:20]=4)[N:15]=[CH:14]3)[CH:7]=2)[CH2:3][CH2:2]1.C[N+]1([O-])CCOCC1.S(=O)(O)[O-].[Na+].[OH2:43].CC(C)=O.[OH2:48], predict the reaction product. The product is: [CH:1]1([NH:4][C:5](=[O:29])[C:6]2[CH:11]=[CH:10][C:9]([CH3:12])=[C:8]([N:13]3[C:22](=[O:23])[C:21]4[C:16](=[CH:17][CH:18]=[C:19]([O:24][CH2:25][C:26]([OH:48])([CH3:28])[CH2:27][OH:43])[CH:20]=4)[N:15]=[CH:14]3)[CH:7]=2)[CH2:3][CH2:2]1. (3) Given the reactants [CH2:1]([Zn:3][CH2:4][CH3:5])[CH3:2].[C:6]([OH:12])([C:8]([F:11])([F:10])[F:9])=[O:7].[I:13][CH2:14][I:15].[CH3:16][C:17]([Si:20]([C:45]1[CH:50]=[CH:49][CH:48]=[CH:47][CH:46]=1)([C:39]1[CH:44]=[CH:43][CH:42]=[CH:41][CH:40]=1)[O:21][CH2:22][C@@H:23]1[CH2:28][CH:27]=[CH:26][CH2:25][N:24]1[S:29]([C:32]1[CH:37]=[CH:36][C:35]([CH3:38])=[CH:34][CH:33]=1)(=[O:31])=[O:30])([CH3:19])[CH3:18], predict the reaction product. The product is: [CH2:1]([Zn:3][CH2:4][CH3:5])[CH3:2].[C:6]([OH:12])([C:8]([F:11])([F:10])[F:9])=[O:7].[I:13][CH2:14][I:15].[CH3:19][C:17]([Si:20]([C:39]1[CH:44]=[CH:43][CH:42]=[CH:41][CH:40]=1)([C:45]1[CH:50]=[CH:49][CH:48]=[CH:47][CH:46]=1)[O:21][CH2:22][C@@H:23]1[CH2:28][C@@H:27]2[C@@H:26]([CH2:1]2)[CH2:25][N:24]1[S:29]([C:32]1[CH:33]=[CH:34][C:35]([CH3:38])=[CH:36][CH:37]=1)(=[O:30])=[O:31])([CH3:16])[CH3:18]. (4) Given the reactants [Cl:1][C:2]1[CH:9]=[C:8]([OH:10])[CH:7]=[CH:6][C:3]=1[C:4]#N.CC(C[AlH]CC(C)C)C.Cl.C1C[O:24]CC1, predict the reaction product. The product is: [Cl:1][C:2]1[CH:9]=[C:8]([OH:10])[CH:7]=[CH:6][C:3]=1[CH:4]=[O:24].